The task is: Predict the product of the given reaction.. This data is from Forward reaction prediction with 1.9M reactions from USPTO patents (1976-2016). (1) The product is: [CH:17]1([CH2:16][N:4]([CH2:3][CH:2]([F:12])[F:1])[C:5](=[O:11])[O:6][C:7]([CH3:8])([CH3:9])[CH3:10])[CH2:19][CH2:18]1. Given the reactants [F:1][CH:2]([F:12])[CH2:3][NH:4][C:5](=[O:11])[O:6][C:7]([CH3:10])([CH3:9])[CH3:8].[H-].[Na+].Br[CH2:16][CH:17]1[CH2:19][CH2:18]1, predict the reaction product. (2) Given the reactants [Cl:1][C:2]1[CH:3]=[N:4][CH:5]=[C:6]([Cl:16])[C:7]=1[O:8][C:9]1[CH:14]=[CH:13][C:12]([OH:15])=[CH:11][CH:10]=1.[CH3:17][N:18]([C:22]1[CH:27]=[CH:26][CH:25]=[CH:24][CH:23]=1)[C:19](Cl)=[O:20], predict the reaction product. The product is: [Cl:16][C:6]1[CH:5]=[N:4][CH:3]=[C:2]([Cl:1])[C:7]=1[O:8][C:9]1[CH:10]=[CH:11][C:12]([O:15][C:19](=[O:20])[N:18]([CH3:17])[C:22]2[CH:27]=[CH:26][CH:25]=[CH:24][CH:23]=2)=[CH:13][CH:14]=1. (3) Given the reactants [CH3:1][O:2][CH2:3][CH2:4][O:5][C:6]1[CH:11]=[C:10]([CH3:12])[CH:9]=[CH:8][C:7]=1[NH:13][C:14]1[O:15][CH2:16][C:17](=[O:24])[C:18]=1[C:19]([O:21][CH2:22][CH3:23])=[O:20].[NH:25]1[C:33]2[C:28](=[CH:29][CH:30]=[CH:31][N:32]=2)[C:27]([CH:34]=O)=[CH:26]1, predict the reaction product. The product is: [NH:25]1[C:33]2=[N:32][CH:31]=[CH:30][CH:29]=[C:28]2[C:27]([CH:34]=[C:16]2[O:15][C:14]([NH:13][C:7]3[CH:8]=[CH:9][C:10]([CH3:12])=[CH:11][C:6]=3[O:5][CH2:4][CH2:3][O:2][CH3:1])=[C:18]([C:19]([O:21][CH2:22][CH3:23])=[O:20])[C:17]2=[O:24])=[CH:26]1.